The task is: Predict the product of the given reaction.. This data is from Forward reaction prediction with 1.9M reactions from USPTO patents (1976-2016). Given the reactants [CH:1]1([CH2:4][O:5][C:6](=[O:21])[NH:7][C:8]2[C:9]([CH3:20])=[N:10][O:11][C:12]=2[C:13]2[CH:18]=[CH:17][C:16](Br)=[CH:15][CH:14]=2)[CH2:3][CH2:2]1.[CH2:22]([O:24][C:25]([C:27]1([C:30]2[CH:35]=[CH:34][C:33](B3OC(C)(C)C(C)(C)O3)=[CH:32][CH:31]=2)[CH2:29][CH2:28]1)=[O:26])[CH3:23], predict the reaction product. The product is: [CH2:22]([O:24][C:25]([C:27]1([C:30]2[CH:35]=[CH:34][C:33]([C:16]3[CH:17]=[CH:18][C:13]([C:12]4[O:11][N:10]=[C:9]([CH3:20])[C:8]=4[NH:7][C:6]([O:5][CH2:4][CH:1]4[CH2:3][CH2:2]4)=[O:21])=[CH:14][CH:15]=3)=[CH:32][CH:31]=2)[CH2:28][CH2:29]1)=[O:26])[CH3:23].